This data is from Reaction yield outcomes from USPTO patents with 853,638 reactions. The task is: Predict the reaction yield, written as a fraction of the theoretical maximum amount of product (1.0 means a 100% yield; for example, 0.34 means a 34% yield). (1) The reactants are [H-].C([Al+]CC(C)C)C(C)C.C1(C)C=CC=CC=1.[C:18]([C:20]1[CH:25]=[C:24]([CH3:26])[CH:23]=[CH:22][N:21]=1)#N.Cl.[OH2:28]. The catalyst is ClCCl. The product is [CH3:26][C:24]1[CH:23]=[CH:22][N:21]=[C:20]([CH:18]=[O:28])[CH:25]=1. The yield is 0.370. (2) The reactants are [Br:1][C:2]1[C:6]2[C:7](=O)[NH:8][CH:9]=[C:10]([CH3:11])[C:5]=2[S:4][CH:3]=1.O=P(Cl)(Cl)[Cl:15]. No catalyst specified. The product is [Br:1][C:2]1[C:6]2[C:7]([Cl:15])=[N:8][CH:9]=[C:10]([CH3:11])[C:5]=2[S:4][CH:3]=1. The yield is 0.640. (3) The reactants are [F:1][C:2]1[CH:3]=[C:4]([C@@:15]([C:24]2[CH:29]=[CH:28][C:27]([F:30])=[CH:26][CH:25]=2)([NH2:23])[CH2:16][C:17]2[CH:22]=[CH:21][CH:20]=[CH:19][CH:18]=2)[CH:5]=[C:6]([O:8][C:9]([F:14])([F:13])[CH:10]([F:12])[F:11])[CH:7]=1.N1C=CC=CC=1.[CH2:37]=[C:38]1[O:41][C:40](=[O:42])[CH2:39]1. The catalyst is C(Cl)Cl. The product is [F:1][C:2]1[CH:3]=[C:4]([C@:15]([NH:23][C:40](=[O:42])[CH2:39][C:38](=[O:41])[CH3:37])([C:24]2[CH:29]=[CH:28][C:27]([F:30])=[CH:26][CH:25]=2)[CH2:16][C:17]2[CH:22]=[CH:21][CH:20]=[CH:19][CH:18]=2)[CH:5]=[C:6]([O:8][C:9]([F:14])([F:13])[CH:10]([F:12])[F:11])[CH:7]=1. The yield is 0.580.